From a dataset of Full USPTO retrosynthesis dataset with 1.9M reactions from patents (1976-2016). Predict the reactants needed to synthesize the given product. Given the product [Cl:11][C:12]1[CH:20]=[CH:19][C:15]([C:16]([NH:10][C:6]2[N:5]=[C:4]3[CH:3]=[CH:2][NH:1][C:9]3=[CH:8][CH:7]=2)=[O:17])=[CH:14][C:13]=1[F:21], predict the reactants needed to synthesize it. The reactants are: [NH:1]1[C:9]2[C:4](=[N:5][C:6]([NH2:10])=[CH:7][CH:8]=2)[CH:3]=[CH:2]1.[Cl:11][C:12]1[CH:20]=[CH:19][C:15]([C:16](Cl)=[O:17])=[CH:14][C:13]=1[F:21].